This data is from Forward reaction prediction with 1.9M reactions from USPTO patents (1976-2016). The task is: Predict the product of the given reaction. (1) Given the reactants [Br:1][C:2]1[CH:3]=[C:4]([OH:8])[CH:5]=[CH:6][CH:7]=1.CCN(CC)CC.[CH3:16][Si:17](Cl)([CH3:20])[CH2:18][CH3:19], predict the reaction product. The product is: [Br:1][C:2]1[CH:3]=[C:4]([CH:5]=[CH:6][CH:7]=1)[O:8][CH2:19][CH2:18][SiH:17]([CH3:20])[CH3:16]. (2) Given the reactants [Br:1][C:2]1[CH:7]=[CH:6][C:5]([SH:8])=[CH:4][CH:3]=1.[CH2:9]([O:11][CH:12]([O:15][CH2:16][CH3:17])[CH2:13]Br)[CH3:10].C(=O)([O-])[O-].[K+].[K+], predict the reaction product. The product is: [Br:1][C:2]1[CH:7]=[CH:6][C:5]([S:8][CH2:13][CH:12]([O:15][CH2:16][CH3:17])[O:11][CH2:9][CH3:10])=[CH:4][CH:3]=1. (3) Given the reactants [C:1]1(=O)[CH2:7][CH2:6][CH2:5][CH2:4][CH2:3][CH2:2]1.CN.[CH2:11]([N:13](CC)CC)C.[N:18]1[O:19][N:20]=[C:21]2[CH:26]=[C:25]([C:27](Cl)=[O:28])[CH:24]=[CH:23][C:22]=12, predict the reaction product. The product is: [CH:1]1([N:13]([CH3:11])[C:27]([C:25]2[CH:24]=[CH:23][C:22]3=[N:18][O:19][N:20]=[C:21]3[CH:26]=2)=[O:28])[CH2:7][CH2:6][CH2:5][CH2:4][CH2:3][CH2:2]1. (4) Given the reactants [C:1]([O:5][C:6]([N:8]1[CH2:15][C@H:14]([O:16][C:17]2[C:18]3[S:32][CH:31]=[CH:30][C:19]=3[N:20]=[C:21]([C:23]3[N:27]([CH3:28])[N:26]=[C:25]([CH3:29])[CH:24]=3)[N:22]=2)[CH2:13][C@H:9]1[C:10](O)=[O:11])=[O:7])([CH3:4])([CH3:3])[CH3:2].Cl.[NH2:34][C@:35]1([C:40]([O:42][CH3:43])=[O:41])[CH2:37][C@H:36]1[CH:38]=[CH2:39].C(N(CC)CC)C.CN(C(ON1N=NC2C=CC=NC1=2)=[N+](C)C)C.F[P-](F)(F)(F)(F)F, predict the reaction product. The product is: [CH3:28][N:27]1[C:23]([C:21]2[N:22]=[C:17]([O:16][C@H:14]3[CH2:15][N:8]([C:6]([O:5][C:1]([CH3:3])([CH3:4])[CH3:2])=[O:7])[C@H:9]([C:10]([NH:34][C@:35]4([C:40]([O:42][CH3:43])=[O:41])[CH2:37][C@H:36]4[CH:38]=[CH2:39])=[O:11])[CH2:13]3)[C:18]3[S:32][CH:31]=[CH:30][C:19]=3[N:20]=2)=[CH:24][C:25]([CH3:29])=[N:26]1. (5) Given the reactants [CH3:1][CH2:2][C:3]1[C:25]([CH3:26])=[C:24]2[NH:27][C:4]=1[CH:5]=[C:6]1[N:40]=[C:39]3[C:8]([C:9]([CH:11]([C:41]([O:43][CH3:44])=[O:42])[C:12]3=[C:13]3[N:17]=[C:16]([CH:18]=[C:19]4[NH:28][C:22](=[CH:23]2)[C:21]([CH:29]=[CH2:30])=[C:20]4[CH3:31])[CH:15]([CH3:32])[CH:14]3[CH2:33][CH2:34][C:35]([O:37][CH3:38])=[O:36])=[O:10])=[C:7]1[CH3:45].[NH2:46][CH2:47][CH2:48][CH2:49][OH:50], predict the reaction product. The product is: [OH:50][CH2:49][CH2:48][CH2:47][NH:46][C:9]([C:8]1[C:7]([CH3:45])=[C:6]2[CH:5]=[C:4]3[N:27]=[C:24]([C:25]([CH3:26])=[C:3]3[CH2:2][CH3:1])[CH:23]=[C:22]3[NH:28][C:19]([C:20]([CH3:31])=[C:21]3[CH:29]=[CH2:30])=[CH:18][C:16]3=[N:17][C:13]([CH:14]([CH2:33][CH2:34][C:35]([O:37][CH3:38])=[O:36])[CH:15]3[CH3:32])=[C:12]([CH2:11][C:41]([O:43][CH3:44])=[O:42])[C:39]=1[NH:40]2)=[O:10]. (6) The product is: [Cl:15][C:16]1[CH:23]=[C:22]([C:24]2[CH:25]=[CH:26][CH:27]=[CH:28][CH:29]=2)[CH:21]=[CH:20][C:17]=1[CH2:18][N:10]1[C:9]([CH3:14])=[C:8]2[C:12]([CH:13]=[C:5]([C:3]([O:2][CH3:1])=[O:4])[CH:6]=[CH:7]2)=[N:11]1. Given the reactants [CH3:1][O:2][C:3]([C:5]1[CH:13]=[C:12]2[C:8]([C:9]([CH3:14])=[N:10][NH:11]2)=[CH:7][CH:6]=1)=[O:4].[Cl:15][C:16]1[CH:23]=[C:22]([C:24]2[CH:29]=[CH:28][CH:27]=[CH:26][CH:25]=2)[CH:21]=[CH:20][C:17]=1[CH2:18]Br.C(=O)([O-])[O-].[K+].[K+].C(OCC)(=O)C, predict the reaction product. (7) The product is: [CH:11]1([C:14]2[N:16]=[C:6]([OH:8])[CH:2]=[C:3]([OH:4])[N:15]=2)[CH2:13][CH2:12]1. Given the reactants C[C:2](C)([C:6]([O-:8])=O)[C:3]([O-])=[O:4].Cl.[CH:11]1([C:14]([NH2:16])=[NH:15])[CH2:13][CH2:12]1.C[O-].[Na+], predict the reaction product. (8) Given the reactants [Li+].CC([N-]C(C)C)C.[Li]CCCC.C(NC(C)C)(C)C.[NH:21]([C:28]1[N:29]([C:40]2[CH:45]=[CH:44][CH:43]=[CH:42][CH:41]=2)[C:30]2[C:35]([C:36](=[O:38])[CH:37]=1)=[C:34]([CH3:39])[CH:33]=[CH:32][N:31]=2)[C:22]1[CH:27]=[CH:26][CH:25]=[CH:24][CH:23]=1.C1C[O:49]CC1, predict the reaction product. The product is: [NH:21]([C:28]1[N:29]([C:40]2[CH:41]=[CH:42][CH:43]=[CH:44][CH:45]=2)[C:30]2[C:35]([C:36](=[O:38])[CH:37]=1)=[C:34]([CH2:39][OH:49])[CH:33]=[CH:32][N:31]=2)[C:22]1[CH:23]=[CH:24][CH:25]=[CH:26][CH:27]=1. (9) Given the reactants [C:1]([O:5][C:6]([NH:8][NH:9][C@H:10]([C:14]([CH3:17])([CH3:16])[CH3:15])[CH2:11][CH2:12][CH3:13])=[O:7])([CH3:4])([CH3:3])[CH3:2].C([O-])([O-])=O.[K+].[K+].[CH3:24][C:25]1[CH:26]=[C:27]([CH:31]=[C:32]([CH3:34])[CH:33]=1)[C:28](Cl)=[O:29], predict the reaction product. The product is: [C:1]([O:5][C:6]([NH:8][N:9]([C@H:10]([C:14]([CH3:16])([CH3:15])[CH3:17])[CH2:11][CH2:12][CH3:13])[C:28](=[O:29])[C:27]1[CH:31]=[C:32]([CH3:34])[CH:33]=[C:25]([CH3:24])[CH:26]=1)=[O:7])([CH3:4])([CH3:3])[CH3:2].